From a dataset of Catalyst prediction with 721,799 reactions and 888 catalyst types from USPTO. Predict which catalyst facilitates the given reaction. Reactant: [Cl:1][C:2]1[CH:9]=[CH:8][C:7]([F:10])=[CH:6][C:3]=1[CH2:4]Br.C(=O)([O-])[O-].[K+].[K+].[C:17]([O:21][C:22]([NH:24][C@@H:25]1[CH2:30][CH2:29][CH2:28][N:27](/[C:31](=[N:39]/[C:40]#[N:41])/[NH:32][CH2:33][C:34]([O:36][CH2:37][CH3:38])=[O:35])[CH2:26]1)=[O:23])([CH3:20])([CH3:19])[CH3:18]. Product: [C:17]([O:21][C:22]([NH:24][C@@H:25]1[CH2:30][CH2:29][CH2:28][N:27](/[C:31](=[N:39]\[C:40]#[N:41])/[N:32]([CH2:4][C:3]2[CH:6]=[C:7]([F:10])[CH:8]=[CH:9][C:2]=2[Cl:1])[CH2:33][C:34]([O:36][CH2:37][CH3:38])=[O:35])[CH2:26]1)=[O:23])([CH3:18])([CH3:19])[CH3:20]. The catalyst class is: 10.